From a dataset of Reaction yield outcomes from USPTO patents with 853,638 reactions. Predict the reaction yield, written as a fraction of the theoretical maximum amount of product (1.0 means a 100% yield; for example, 0.34 means a 34% yield). (1) The reactants are O=P12OP3(OP(OP(O3)(O1)=O)(=O)O2)=O.[CH3:15][O:16][C:17]1[C:25]2[O:24][C:23]([CH3:27])([CH3:26])[CH2:22][C:21]=2[CH:20]=[C:19]([CH2:28][C:29]([NH:32][C:33]([NH:35][C:36]2[CH:41]=[CH:40][CH:39]=[CH:38][CH:37]=2)=O)([CH3:31])[CH3:30])[CH:18]=1.C(=O)([O-])O.[Na+]. The catalyst is P(Cl)(Cl)(Cl)=O. The product is [CH3:15][O:16][C:17]1[CH:18]=[C:19]2[C:20](=[C:21]3[CH2:22][C:23]([CH3:27])([CH3:26])[O:24][C:25]=13)[C:33]([NH:35][C:36]1[CH:41]=[CH:40][CH:39]=[CH:38][CH:37]=1)=[N:32][C:29]([CH3:31])([CH3:30])[CH2:28]2. The yield is 0.520. (2) The reactants are [CH3:1][O:2][C:3]1[CH:4]=[C:5]2[C:10](=[CH:11][C:12]=1[O:13][CH3:14])[N:9]=[CH:8][CH:7]=[C:6]2[O:15][C:16]1[CH:22]=[CH:21][C:19]([NH2:20])=[CH:18][C:17]=1[F:23].C(O)C.[N+:27]([C:30]1[CH:35]=[CH:34][C:33]([C:36]([N:38]=[C:39]=[S:40])=[O:37])=[CH:32][CH:31]=1)([O-:29])=[O:28]. The catalyst is C1(C)C=CC=CC=1. The product is [CH3:1][O:2][C:3]1[CH:4]=[C:5]2[C:10](=[CH:11][C:12]=1[O:13][CH3:14])[N:9]=[CH:8][CH:7]=[C:6]2[O:15][C:16]1[CH:22]=[CH:21][C:19]([NH:20][C:39]([NH:38][C:36](=[O:37])[C:33]2[CH:32]=[CH:31][C:30]([N+:27]([O-:29])=[O:28])=[CH:35][CH:34]=2)=[S:40])=[CH:18][C:17]=1[F:23]. The yield is 0.960.